This data is from Forward reaction prediction with 1.9M reactions from USPTO patents (1976-2016). The task is: Predict the product of the given reaction. (1) Given the reactants C([O:9][CH2:10][CH2:11][N:12]1[C:20]2[C:19](Cl)=[N:18][CH:17]=[N:16][C:15]=2[CH:14]=[CH:13]1)(=O)C1C=CC=CC=1.[Cl:22][C:23]1[CH:24]=[C:25]([CH:27]=[CH:28][C:29]=1[O:30][C:31]1[CH:36]=[CH:35][CH:34]=[C:33]([S:37]([CH2:40][C:41]([CH3:44])([CH3:43])[CH3:42])(=[O:39])=[O:38])[CH:32]=1)[NH2:26].[OH-].[Na+], predict the reaction product. The product is: [Cl:22][C:23]1[CH:24]=[C:25]([NH:26][C:19]2[C:20]3[N:12]([CH2:11][CH2:10][OH:9])[CH:13]=[CH:14][C:15]=3[N:16]=[CH:17][N:18]=2)[CH:27]=[CH:28][C:29]=1[O:30][C:31]1[CH:36]=[CH:35][CH:34]=[C:33]([S:37]([CH2:40][C:41]([CH3:43])([CH3:42])[CH3:44])(=[O:38])=[O:39])[CH:32]=1. (2) Given the reactants [CH3:1][O:2][C:3]([C:5]1[S:6][C:7]([C:24]2[CH:29]=[CH:28][CH:27]=[CH:26][CH:25]=2)=[CH:8][C:9]=1[N:10]1[C:15](=[O:16])[CH2:14][CH:13]([NH2:17])[CH2:12][CH:11]1[CH:18]1[CH2:23][CH2:22][CH2:21][CH2:20][CH2:19]1)=[O:4].[O:30]([CH2:37][C:38](Cl)=[O:39])[C:31]1[CH:36]=[CH:35][CH:34]=[CH:33][CH:32]=1, predict the reaction product. The product is: [CH3:1][O:2][C:3]([C:5]1[S:6][C:7]([C:24]2[CH:25]=[CH:26][CH:27]=[CH:28][CH:29]=2)=[CH:8][C:9]=1[N:10]1[C:15](=[O:16])[CH2:14][CH:13]([NH:17][C:38](=[O:39])[CH2:37][O:30][C:31]2[CH:36]=[CH:35][CH:34]=[CH:33][CH:32]=2)[CH2:12][CH:11]1[CH:18]1[CH2:19][CH2:20][CH2:21][CH2:22][CH2:23]1)=[O:4]. (3) The product is: [Cl:17][C:18]1[N:23]=[C:22]([NH:1][C:2]2[CH:16]=[CH:15][CH:14]=[CH:13][C:3]=2[C:4]([NH:6][C:7]2[CH:12]=[CH:11][CH:10]=[CH:9][CH:8]=2)=[O:5])[C:21]([Cl:25])=[CH:20][N:19]=1. Given the reactants [NH2:1][C:2]1[CH:16]=[CH:15][CH:14]=[CH:13][C:3]=1[C:4]([NH:6][C:7]1[CH:12]=[CH:11][CH:10]=[CH:9][CH:8]=1)=[O:5].[Cl:17][C:18]1[N:23]=[C:22](Cl)[C:21]([Cl:25])=[CH:20][N:19]=1, predict the reaction product. (4) The product is: [NH2:32][CH2:31][CH2:30][C:29]([NH:28][C:25]1[CH:26]=[C:27]2[C:22](=[CH:23][CH:24]=1)[N:21]=[CH:20][N:19]=[C:18]2[NH:17][C:4]1[CH:5]=[CH:6][C:7]([O:8][CH2:9][C:10]2[CH:15]=[CH:14][CH:13]=[C:12]([F:16])[CH:11]=2)=[C:2]([Cl:1])[CH:3]=1)=[O:38]. Given the reactants [Cl:1][C:2]1[CH:3]=[C:4]([NH:17][C:18]2[C:27]3[C:22](=[CH:23][CH:24]=[C:25]([NH:28][C:29](=[O:38])[CH2:30][CH2:31][NH:32]C(=O)COC)[CH:26]=3)[N:21]=[CH:20][N:19]=2)[CH:5]=[CH:6][C:7]=1[O:8][CH2:9][C:10]1[CH:15]=[CH:14][CH:13]=[C:12]([F:16])[CH:11]=1.C1(C(O)=O)CC1, predict the reaction product. (5) Given the reactants C[O:2][C:3](=[O:27])[C:4]1[CH:9]=[C:8]([O:10][CH3:11])[C:7]([NH:12][C:13]([NH:15][C:16]2[CH:21]=[N:20][C:19]([CH3:22])=[CH:18][N:17]=2)=[O:14])=[CH:6][C:5]=1[C:23]([F:26])([F:25])[F:24].CO.O.[OH-].[Li+], predict the reaction product. The product is: [CH3:11][O:10][C:8]1[C:7]([NH:12][C:13]([NH:15][C:16]2[CH:21]=[N:20][C:19]([CH3:22])=[CH:18][N:17]=2)=[O:14])=[CH:6][C:5]([C:23]([F:26])([F:24])[F:25])=[C:4]([CH:9]=1)[C:3]([OH:27])=[O:2]. (6) Given the reactants Br[C:2]1[CH:3]=[C:4]([N:22]([CH3:29])[CH:23]2[CH2:28][CH2:27][O:26][CH2:25][CH2:24]2)[C:5]([CH3:21])=[C:6]([CH:20]=1)[C:7]([NH:9][CH2:10][C:11]1[C:12](=[O:19])[NH:13][C:14]([CH3:18])=[CH:15][C:16]=1[CH3:17])=[O:8].CC1(C)C(C)(C)OB([C:38]2[CH:39]=[N:40][N:41]([CH2:43][CH2:44][N:45]3[CH2:50][CH2:49][O:48][CH2:47][CH2:46]3)[CH:42]=2)O1.C([O-])([O-])=O.[Na+].[Na+], predict the reaction product. The product is: [CH3:17][C:16]1[CH:15]=[C:14]([CH3:18])[NH:13][C:12](=[O:19])[C:11]=1[CH2:10][NH:9][C:7](=[O:8])[C:6]1[CH:20]=[C:2]([C:38]2[CH:39]=[N:40][N:41]([CH2:43][CH2:44][N:45]3[CH2:50][CH2:49][O:48][CH2:47][CH2:46]3)[CH:42]=2)[CH:3]=[C:4]([N:22]([CH3:29])[CH:23]2[CH2:28][CH2:27][O:26][CH2:25][CH2:24]2)[C:5]=1[CH3:21]. (7) Given the reactants S(Cl)(Cl)=O.[C:5]([C:7]1[CH:12]=[C:11]([C:13]([OH:15])=O)[CH:10]=[CH:9][C:8]=1[C:16]1[CH:21]=[CH:20][C:19]([C:22]2[S:23][CH:24]=[CH:25][C:26]=2[NH:27][S:28]([CH:31]([CH3:33])[CH3:32])(=[O:30])=[O:29])=[CH:18][CH:17]=1)#[N:6].[CH3:34][NH2:35], predict the reaction product. The product is: [CH3:34][NH:35][C:13]([C:11]1[CH:10]=[CH:9][C:8]([C:16]2[CH:17]=[CH:18][C:19]([C:22]3[S:23][CH:24]=[CH:25][C:26]=3[NH:27][S:28]([CH:31]([CH3:33])[CH3:32])(=[O:30])=[O:29])=[CH:20][CH:21]=2)=[C:7]([C:5]#[N:6])[CH:12]=1)=[O:15]. (8) Given the reactants [Cl:1][C:2]1[CH:3]=[C:4]([CH2:9][C:10]#[N:11])[CH:5]=[CH:6][C:7]=1[Cl:8].[CH2:12]1[O:14][C@H:13]1[CH2:15]Cl.ClCCl.CCCCCC, predict the reaction product. The product is: [Cl:1][C:2]1[CH:3]=[C:4]([C@:9]2([C:10]#[N:11])[CH2:15][CH:13]2[CH2:12][OH:14])[CH:5]=[CH:6][C:7]=1[Cl:8]. (9) Given the reactants [NH2:1][C:2]1[O:6][N:5]=[C:4]([CH3:7])[C:3]=1[Br:8].[F:9][C:10]1[CH:15]=[CH:14][C:13]([S:16](Cl)(=[O:18])=[O:17])=[CH:12][CH:11]=1, predict the reaction product. The product is: [F:9][C:10]1[CH:15]=[CH:14][C:13]([S:16]([NH:1][C:2]2[O:6][N:5]=[C:4]([CH3:7])[C:3]=2[Br:8])(=[O:18])=[O:17])=[CH:12][CH:11]=1.